From a dataset of NCI-60 drug combinations with 297,098 pairs across 59 cell lines. Regression. Given two drug SMILES strings and cell line genomic features, predict the synergy score measuring deviation from expected non-interaction effect. Drug 1: COC1=C(C=C2C(=C1)N=CN=C2NC3=CC(=C(C=C3)F)Cl)OCCCN4CCOCC4. Synergy scores: CSS=18.8, Synergy_ZIP=-0.114, Synergy_Bliss=9.23, Synergy_Loewe=4.21, Synergy_HSA=7.41. Drug 2: CC1CCCC2(C(O2)CC(NC(=O)CC(C(C(=O)C(C1O)C)(C)C)O)C(=CC3=CSC(=N3)C)C)C. Cell line: MDA-MB-435.